From a dataset of Forward reaction prediction with 1.9M reactions from USPTO patents (1976-2016). Predict the product of the given reaction. (1) Given the reactants [S:1]([O-:4])([O-:3])=[O:2].[Na+].[Na+].C[O:8][C:9](=[O:26])[CH2:10][CH2:11][CH2:12][CH2:13][CH2:14][CH2:15][CH2:16][CH2:17][CH2:18][CH2:19][CH2:20][CH2:21][CH2:22][CH2:23][CH2:24]Br.[OH-].[Na+].S(=O)(=O)(O)O.S(=O)=O, predict the reaction product. The product is: [S:1]([CH2:24][CH2:23][CH2:22][CH2:21][CH2:20][CH2:19][CH2:18][CH2:17][CH2:16][CH2:15][CH2:14][CH2:13][CH2:12][CH2:11][CH2:10][C:9]([OH:26])=[O:8])([OH:4])(=[O:3])=[O:2]. (2) The product is: [F:16][C:4]1[C:5](=[O:15])[N:6]([C:9]2[CH:14]=[CH:13][CH:12]=[CH:11][CH:10]=2)[N:7]([CH3:8])[C:3]=1[CH2:2][N:30]1[CH2:29][CH2:28][C:27]2([N:23]([C:17]3[CH:22]=[CH:21][CH:20]=[CH:19][CH:18]=3)[CH2:24][NH:25][C:26]2=[O:33])[CH2:32][CH2:31]1. Given the reactants Br[CH2:2][C:3]1[N:7]([CH3:8])[N:6]([C:9]2[CH:14]=[CH:13][CH:12]=[CH:11][CH:10]=2)[C:5](=[O:15])[C:4]=1[F:16].[C:17]1([N:23]2[C:27]3([CH2:32][CH2:31][NH:30][CH2:29][CH2:28]3)[C:26](=[O:33])[NH:25][CH2:24]2)[CH:22]=[CH:21][CH:20]=[CH:19][CH:18]=1.C(N(C(C)C)CC)(C)C, predict the reaction product.